Task: Predict which catalyst facilitates the given reaction.. Dataset: Catalyst prediction with 721,799 reactions and 888 catalyst types from USPTO (1) Reactant: [F:1][C:2]1[CH:11]=[CH:10][C:5]2[C:6](=O)[CH2:7][S:8][C:4]=2[CH:3]=1.[BH4-].[Na+]. Product: [F:1][C:2]1[CH:11]=[CH:10][C:5]2[CH:6]=[CH:7][S:8][C:4]=2[CH:3]=1. The catalyst class is: 8. (2) Reactant: [Br:1][C:2]1[CH:3]=[C:4]([O:11]C)[C:5]([OH:10])=[C:6]([CH:9]=1)[CH:7]=[O:8].B(Br)(Br)Br. Product: [Br:1][C:2]1[CH:3]=[C:4]([OH:11])[C:5]([OH:10])=[C:6]([CH:9]=1)[CH:7]=[O:8]. The catalyst class is: 4. (3) Reactant: CS([C:5]1[N:9]=[C:8]([C:10]2[CH:15]=[CH:14][CH:13]=[C:12]([Cl:16])[CH:11]=2)[S:7][N:6]=1)(=O)=O.[CH2:17]([OH:21])[C:18]#[C:19][CH3:20].[H-].[Na+].[Cl-].[Na+]. Product: [Cl:16][C:12]1[CH:11]=[C:10]([C:8]2[S:7][N:6]=[C:5]([O:21][CH2:17][C:18]#[C:19][CH3:20])[N:9]=2)[CH:15]=[CH:14][CH:13]=1. The catalyst class is: 9. (4) Reactant: [NH2:1][C:2]1[C:3]2[C:10]([C:11](=[S:13])[NH2:12])=[CH:9][N:8]([C@H:14]3[C@@:18]([OH:20])([CH3:19])[CH:17]([OH:21])[CH:16]([CH2:22][OH:23])[O:15]3)[C:4]=2[N:5]=[CH:6][N:7]=1.C([Mg]Cl)(C)(C)C.Cl[C:31]1[CH:46]=[CH:45][CH:44]=[CH:43][C:32]=1[O:33][P:34](=[N:36][C@@H:37]([CH3:42])[C:38]([O:40][CH3:41])=[O:39])=[O:35]. Product: [NH2:1][C:2]1[C:3]2[C:10]([C:11](=[S:13])[NH2:12])=[CH:9][N:8]([C@@H:14]3[O:15][CH:16]([CH2:22][O:23][C:43]4[CH:44]=[CH:45][CH:46]=[CH:31][C:32]=4[O:33][P:34](=[N:36][C@@H:37]([CH3:42])[C:38]([O:40][CH3:41])=[O:39])=[O:35])[CH:17]([OH:21])[C@:18]3([OH:20])[CH3:19])[C:4]=2[N:5]=[CH:6][N:7]=1. The catalyst class is: 1. (5) Reactant: Br[C:2]1[CH:3]=[C:4]([C:8]2[N:13]([CH2:14][C:15]3[CH:20]=[CH:19][C:18]([CH3:21])=[CH:17][C:16]=3[CH3:22])[C:12](=[O:23])[C:11]([C:24]#[N:25])=[C:10]([C:26]([F:29])([F:28])[F:27])[CH:9]=2)[CH:5]=[CH:6][CH:7]=1.[CH2:30]([O:32][C:33]([C:35]1[NH:36][C:37]2[C:42]([CH:43]=1)=[CH:41][C:40](B1OC(C)(C)C(C)(C)O1)=[CH:39][CH:38]=2)=[O:34])[CH3:31].C([O-])([O-])=O.[K+].[K+].N#N. Product: [C:24]([C:11]1[C:12](=[O:23])[N:13]([CH2:14][C:15]2[CH:20]=[CH:19][C:18]([CH3:21])=[CH:17][C:16]=2[CH3:22])[C:8]([C:4]2[CH:3]=[C:2]([C:40]3[CH:41]=[C:42]4[C:37](=[CH:38][CH:39]=3)[NH:36][C:35]([C:33]([O:32][CH2:30][CH3:31])=[O:34])=[CH:43]4)[CH:7]=[CH:6][CH:5]=2)=[CH:9][C:10]=1[C:26]([F:28])([F:27])[F:29])#[N:25]. The catalyst class is: 108. (6) Reactant: [OH-:1].[K+].O[NH2:4].Cl.CO[C:8](=[O:40])/[CH:9]=[CH:10]/[C:11]1[CH:16]=[CH:15][C:14]([CH2:17][N:18]([CH2:30][CH2:31][O:32][Si:33]([C:36]([CH3:39])([CH3:38])[CH3:37])([CH3:35])[CH3:34])[CH2:19][CH2:20][C:21]2[C:29]3[C:24](=[CH:25][CH:26]=[CH:27][CH:28]=3)[NH:23][CH:22]=2)=[CH:13][CH:12]=1.ON.C(=O)=O. Product: [OH:1][NH:4][C:8](=[O:40])/[CH:9]=[CH:10]/[C:11]1[CH:16]=[CH:15][C:14]([CH2:17][N:18]([CH2:30][CH2:31][O:32][Si:33]([C:36]([CH3:37])([CH3:38])[CH3:39])([CH3:35])[CH3:34])[CH2:19][CH2:20][C:21]2[C:29]3[C:24](=[CH:25][CH:26]=[CH:27][CH:28]=3)[NH:23][CH:22]=2)=[CH:13][CH:12]=1. The catalyst class is: 24.